Dataset: NCI-60 drug combinations with 297,098 pairs across 59 cell lines. Task: Regression. Given two drug SMILES strings and cell line genomic features, predict the synergy score measuring deviation from expected non-interaction effect. Drug 1: CC1OCC2C(O1)C(C(C(O2)OC3C4COC(=O)C4C(C5=CC6=C(C=C35)OCO6)C7=CC(=C(C(=C7)OC)O)OC)O)O. Drug 2: C1=C(C(=O)NC(=O)N1)N(CCCl)CCCl. Cell line: LOX IMVI. Synergy scores: CSS=48.4, Synergy_ZIP=0.685, Synergy_Bliss=0.0150, Synergy_Loewe=6.12, Synergy_HSA=7.84.